This data is from Full USPTO retrosynthesis dataset with 1.9M reactions from patents (1976-2016). The task is: Predict the reactants needed to synthesize the given product. (1) Given the product [ClH:12].[Cl:12][C:11]1[CH:7]=[C:3]([C:4]([NH2:6])=[O:5])[C:1](=[NH:2])[N:16]([CH2:17][C:18]2[CH:23]=[C:22]([Cl:24])[CH:21]=[CH:20][C:19]=2[N:25]2[CH2:29][CH2:28][O:27][C:26]2=[O:30])[CH:10]=1, predict the reactants needed to synthesize it. The reactants are: [C:1]([CH:3]([CH:7]1[C:11]([Cl:12])=[C:10](Cl)C(=O)O1)[C:4]([NH2:6])=[O:5])#[N:2].Cl.[NH2:16][CH2:17][C:18]1[CH:23]=[C:22]([Cl:24])[CH:21]=[CH:20][C:19]=1[N:25]1[CH2:29][CH2:28][O:27][C:26]1=[O:30].C(=O)([O-])[O-].[K+].[K+]. (2) Given the product [C:34]([O:33][C:31]([N:28]1[CH2:27][CH:26]=[C:25]([C:7]2[N:8]=[CH:9][C:10]([C:13]([OH:15])=[O:14])=[CH:11][N:12]=2)[CH2:30][CH2:29]1)=[O:32])([CH3:37])([CH3:35])[CH3:36], predict the reactants needed to synthesize it. The reactants are: C(=O)([O-])O.[Na+].Cl[C:7]1[N:12]=[CH:11][C:10]([C:13]([O:15]C)=[O:14])=[CH:9][N:8]=1.CC1(C)C(C)(C)OB([C:25]2[CH2:30][CH2:29][N:28]([C:31]([O:33][C:34]([CH3:37])([CH3:36])[CH3:35])=[O:32])[CH2:27][CH:26]=2)O1.C1(P(C2C=CC=CC=2)C2C=CC=CC=2)C=CC=CC=1. (3) The reactants are: FC(F)(F)C(O)=O.[O:8]1[CH:12]=[CH:11][CH:10]=[C:9]1[C:13]1[O:17][C:16]([C:18](=[O:28])[CH2:19][CH2:20][CH2:21][CH:22]2[CH2:27][CH2:26][NH:25][CH2:24][CH2:23]2)=[N:15][CH:14]=1.[CH:29](=O)[C:30]1[CH:35]=[CH:34][CH:33]=[CH:32][CH:31]=1.[BH-](OC(C)=O)(OC(C)=O)OC(C)=O.[Na+]. Given the product [CH2:29]([N:25]1[CH2:26][CH2:27][CH:22]([CH2:21][CH2:20][CH2:19][C:18]([C:16]2[O:17][C:13]([C:9]3[O:8][CH:12]=[CH:11][CH:10]=3)=[CH:14][N:15]=2)=[O:28])[CH2:23][CH2:24]1)[C:30]1[CH:35]=[CH:34][CH:33]=[CH:32][CH:31]=1, predict the reactants needed to synthesize it. (4) Given the product [Br:6][C:7]1[C:8]([CH:9]=[CH2:1])=[CH:11][CH:12]=[CH:13][N:14]=1, predict the reactants needed to synthesize it. The reactants are: [CH2:1]([Li])CCC.[Br:6][C:7]1[N:14]=[CH:13][CH:12]=[CH:11][C:8]=1[CH:9]=O. (5) Given the product [Cl:16][C:17]1[CH:24]=[C:23]([Cl:25])[CH:22]=[CH:21][C:18]=1[CH2:19][N:6]1[C:5]2[CH:7]=[C:8]([C:12]([O:14][CH3:15])=[O:13])[CH:9]=[C:10]([CH3:11])[C:4]=2[N:3]=[C:2]1[CH3:1], predict the reactants needed to synthesize it. The reactants are: [CH3:1][C:2]1[NH:3][C:4]2[C:10]([CH3:11])=[CH:9][C:8]([C:12]([O:14][CH3:15])=[O:13])=[CH:7][C:5]=2[N:6]=1.[Cl:16][C:17]1[CH:24]=[C:23]([Cl:25])[CH:22]=[CH:21][C:18]=1[CH2:19]Cl.[I-].[Na+].C(=O)([O-])[O-].[K+].[K+].